This data is from Tox21: 12 toxicity assays (nuclear receptors and stress response pathways). The task is: Binary classification across 12 toxicity assays. (1) The molecule is O=C(O)c1ccccc1Nc1cccc(C(F)(F)F)c1. It tested positive (active) for: SR-ARE (Antioxidant Response Element (oxidative stress)), SR-MMP (Mitochondrial Membrane Potential disruption), and SR-p53 (p53 tumor suppressor activation). (2) The molecule is O=C(Nc1cccc([N+](=O)[O-])c1)c1cc2ccccc2cc1O. It tested positive (active) for: NR-AhR (Aryl hydrocarbon Receptor agonist activity), SR-ARE (Antioxidant Response Element (oxidative stress)), and SR-MMP (Mitochondrial Membrane Potential disruption).